From a dataset of Forward reaction prediction with 1.9M reactions from USPTO patents (1976-2016). Predict the product of the given reaction. Given the reactants [Cl:1][C:2]1[CH:3]=[CH:4][C:5]2[C:11]3[N:12]=[C:13]([NH:16][C:17]4[CH:18]=[C:19]([CH2:23][C:24]#[N:25])[CH:20]=[CH:21][CH:22]=4)[N:14]=[CH:15][C:10]=3[CH2:9][C:8](=[O:26])[NH:7][C:6]=2[CH:27]=1, predict the reaction product. The product is: [NH2:25][CH2:24][CH2:23][C:19]1[CH:18]=[C:17]([NH:16][C:13]2[N:14]=[CH:15][C:10]3[CH2:9][C:8](=[O:26])[NH:7][C:6]4[CH:27]=[C:2]([Cl:1])[CH:3]=[CH:4][C:5]=4[C:11]=3[N:12]=2)[CH:22]=[CH:21][CH:20]=1.